Dataset: Reaction yield outcomes from USPTO patents with 853,638 reactions. Task: Predict the reaction yield, written as a fraction of the theoretical maximum amount of product (1.0 means a 100% yield; for example, 0.34 means a 34% yield). (1) The reactants are [CH3:1][CH:2]([C:6]1[CH:11]=[C:10]([C:12](OC)=[O:13])[CH:9]=[CH:8][C:7]=1[C:16]1[CH:21]=[C:20]([O:22][CH3:23])[CH:19]=[CH:18][C:17]=1[F:24])[CH:3]([CH3:5])[CH3:4].[H-].[H-].[H-].[H-].[Li+].[Al+3].[OH-].[Na+]. The catalyst is C1COCC1. The product is [CH3:1][CH:2]([C:6]1[CH:11]=[C:10]([CH2:12][OH:13])[CH:9]=[CH:8][C:7]=1[C:16]1[CH:21]=[C:20]([O:22][CH3:23])[CH:19]=[CH:18][C:17]=1[F:24])[CH:3]([CH3:4])[CH3:5]. The yield is 0.240. (2) The reactants are [CH:1]([C:3]1[CH:4]=[CH:5][C:6]2[O:11][CH2:10][C:9](=[O:12])[NH:8][C:7]=2[CH:13]=1)=O.[C:14]([O:18][C:19]([N:21]1[CH2:26][CH2:25][NH:24][CH2:23][CH2:22]1)=[O:20])([CH3:17])([CH3:16])[CH3:15].C(O[BH-](OC(=O)C)OC(=O)C)(=O)C.[Na+]. The catalyst is ClCCCl. The product is [C:14]([O:18][C:19]([N:21]1[CH2:26][CH2:25][N:24]([CH2:1][C:3]2[CH:4]=[CH:5][C:6]3[O:11][CH2:10][C:9](=[O:12])[NH:8][C:7]=3[CH:13]=2)[CH2:23][CH2:22]1)=[O:20])([CH3:17])([CH3:15])[CH3:16]. The yield is 0.940. (3) The reactants are [CH3:1][S:2]([N:5]1[C:10]2[CH:11]=[C:12]([CH2:15][N:16]3[CH2:21][CH2:20][NH:19][CH2:18][CH2:17]3)[CH:13]=[CH:14][C:9]=2[O:8][CH2:7][CH2:6]1)(=[O:4])=[O:3].Br[CH2:23][CH2:24][O:25][C:26]1[CH:35]=[CH:34][CH:33]=[C:32]2[C:27]=1[CH:28]=[CH:29][C:30]([CH3:36])=[N:31]2.C(N(CC)C(C)C)(C)C. The catalyst is C(O)(C)C. The product is [CH3:1][S:2]([N:5]1[C:10]2[CH:11]=[C:12]([CH2:15][N:16]3[CH2:17][CH2:18][N:19]([CH2:23][CH2:24][O:25][C:26]4[CH:35]=[CH:34][CH:33]=[C:32]5[C:27]=4[CH:28]=[CH:29][C:30]([CH3:36])=[N:31]5)[CH2:20][CH2:21]3)[CH:13]=[CH:14][C:9]=2[O:8][CH2:7][CH2:6]1)(=[O:4])=[O:3]. The yield is 0.360. (4) The reactants are O1CCOCC1.O.C(=O)([O-])[O-].[Cs+].[Cs+].C1(P(C2CCCCC2)C2C=CC=C[C:22]=2[C:27]2[C:32](OC)=[CH:31][CH:30]=C[C:28]=2[O:35][CH3:36])CCCCC1.Cl[CH2:44][Cl:45]. The catalyst is C([O-])(=O)C.[Pd+2].C([O-])(=O)C. The product is [Cl:45][C:44]1[CH:30]=[CH:31][C:32]2[CH2:36][O:35][CH2:28][C:27]=2[CH:22]=1. The yield is 0.0400.